Dataset: Full USPTO retrosynthesis dataset with 1.9M reactions from patents (1976-2016). Task: Predict the reactants needed to synthesize the given product. The reactants are: [CH3:1][CH:2]1[CH2:14][CH:13]([CH3:15])[CH2:12][C:4]2([CH:6]([C:7]([O:9]CC)=[O:8])[CH2:5]2)[CH2:3]1.C1(C(OCC)=O)C2(CCCCC2)C1. Given the product [CH3:1][CH:2]1[CH2:14][CH:13]([CH3:15])[CH2:12][C:4]2([CH:6]([C:7]([OH:9])=[O:8])[CH2:5]2)[CH2:3]1, predict the reactants needed to synthesize it.